From a dataset of Catalyst prediction with 721,799 reactions and 888 catalyst types from USPTO. Predict which catalyst facilitates the given reaction. (1) Reactant: [Br:1]N1C(=O)CCC1=O.[C:9]([C:13]1[O:17][C:16]([C:18]2[C:19]([NH2:24])=[N:20][CH:21]=[CH:22][N:23]=2)=[N:15][N:14]=1)([CH3:12])([CH3:11])[CH3:10]. Product: [Br:1][C:22]1[N:23]=[C:18]([C:16]2[O:17][C:13]([C:9]([CH3:12])([CH3:10])[CH3:11])=[N:14][N:15]=2)[C:19]([NH2:24])=[N:20][CH:21]=1. The catalyst class is: 1. (2) Reactant: Cl.[NH:2]1[CH2:5][CH:4]([C:6]2[CH:11]=[CH:10][C:9]([NH:12][C:13]3[C:14](=[O:21])[N:15]([CH3:20])[CH:16]=[C:17]([Br:19])[N:18]=3)=[CH:8][CH:7]=2)[CH2:3]1.[BH-](OC(C)=O)(OC(C)=O)O[C:24](C)=O.[Na+].C=O.C(O)(=O)C. Product: [Br:19][C:17]1[N:18]=[C:13]([NH:12][C:9]2[CH:8]=[CH:7][C:6]([CH:4]3[CH2:5][N:2]([CH3:24])[CH2:3]3)=[CH:11][CH:10]=2)[C:14](=[O:21])[N:15]([CH3:20])[CH:16]=1. The catalyst class is: 5. (3) Reactant: [SH:1][CH2:2][CH2:3][OH:4].[H-].[Na+].Cl[C:8]1[N:17]=[C:16]([C:18]2[CH:23]=[CH:22][CH:21]=[CH:20][CH:19]=2)[C:15]2[C:10](=[CH:11][CH:12]=[C:13]([Cl:24])[CH:14]=2)[N:9]=1.O. Product: [Cl:24][C:13]1[CH:14]=[C:15]2[C:10](=[CH:11][CH:12]=1)[N:9]=[C:8]([S:1][CH2:2][CH2:3][OH:4])[N:17]=[C:16]2[C:18]1[CH:23]=[CH:22][CH:21]=[CH:20][CH:19]=1. The catalyst class is: 3. (4) Reactant: Cl.F[C:3]1[C:8]([CH3:9])=[CH:7][CH:6]=[CH:5][C:4]=1[N+:10]([O-:12])=[O:11].[F:13][C:14]([F:24])([F:23])[O:15][C:16]1[CH:22]=[CH:21][C:19]([NH2:20])=[CH:18][CH:17]=1.C([O-])(C)(C)C.[K+]. Product: [CH3:9][C:8]1[CH:7]=[CH:6][CH:5]=[C:4]([N+:10]([O-:12])=[O:11])[C:3]=1[NH:20][C:19]1[CH:21]=[CH:22][C:16]([O:15][C:14]([F:13])([F:23])[F:24])=[CH:17][CH:18]=1. The catalyst class is: 16. (5) Reactant: [F:1][C:2]1[C:7]([CH3:8])=[C:6]([N+:9]([O-])=O)[CH:5]=[CH:4][C:3]=1[O:12][CH3:13]. Product: [F:1][C:2]1[C:7]([CH3:8])=[C:6]([NH2:9])[CH:5]=[CH:4][C:3]=1[O:12][CH3:13]. The catalyst class is: 180.